From a dataset of Full USPTO retrosynthesis dataset with 1.9M reactions from patents (1976-2016). Predict the reactants needed to synthesize the given product. (1) The reactants are: CS(O[C:6]1[CH:11]=[CH:10][C:9](/[CH:12]=[CH:13]/[C:14]([OH:16])=[O:15])=[CH:8][CH:7]=1)(=O)=O.CS(Cl)(=O)=O.[F:22][C:23]([F:36])([F:35])[S:24]([O:27]S(C(F)(F)F)(=O)=O)(=[O:26])=[O:25]. Given the product [F:22][C:23]([F:36])([F:35])[S:24]([O:27][C:6]1[CH:11]=[CH:10][C:9](/[CH:12]=[CH:13]/[C:14]([OH:16])=[O:15])=[CH:8][CH:7]=1)(=[O:26])=[O:25], predict the reactants needed to synthesize it. (2) Given the product [Br:1][C:2]1[CH:3]=[C:4]2[C:9](=[CH:10][CH:11]=1)[CH:8]=[C:7]([S:12][C:14]1[CH:21]=[CH:20][C:17]([C:18]#[N:19])=[C:16]([C:22]([F:23])([F:25])[F:24])[CH:15]=1)[CH:6]=[CH:5]2, predict the reactants needed to synthesize it. The reactants are: [Br:1][C:2]1[CH:3]=[C:4]2[C:9](=[CH:10][CH:11]=1)[CH:8]=[C:7]([SH:12])[CH:6]=[CH:5]2.F[C:14]1[CH:21]=[CH:20][C:17]([C:18]#[N:19])=[C:16]([C:22]([F:25])([F:24])[F:23])[CH:15]=1.C(N(CC)CC)C.